This data is from NCI-60 drug combinations with 297,098 pairs across 59 cell lines. The task is: Regression. Given two drug SMILES strings and cell line genomic features, predict the synergy score measuring deviation from expected non-interaction effect. (1) Drug 1: C1CC(CNC1)C2=CC=C(C=C2)N3C=C4C=CC=C(C4=N3)C(=O)N. Drug 2: CC1CCC2CC(C(=CC=CC=CC(CC(C(=O)C(C(C(=CC(C(=O)CC(OC(=O)C3CCCCN3C(=O)C(=O)C1(O2)O)C(C)CC4CCC(C(C4)OC)OP(=O)(C)C)C)C)O)OC)C)C)C)OC. Cell line: HT29. Synergy scores: CSS=41.2, Synergy_ZIP=10.0, Synergy_Bliss=11.0, Synergy_Loewe=13.7, Synergy_HSA=14.3. (2) Drug 1: C1=C(C(=O)NC(=O)N1)N(CCCl)CCCl. Drug 2: C1=NC2=C(N1)C(=S)N=C(N2)N. Cell line: HCT-15. Synergy scores: CSS=45.1, Synergy_ZIP=-1.12, Synergy_Bliss=-0.753, Synergy_Loewe=-6.00, Synergy_HSA=2.01. (3) Drug 1: C1=CC(=CC=C1CC(C(=O)O)N)N(CCCl)CCCl.Cl. Drug 2: C1=CC(=CC=C1C#N)C(C2=CC=C(C=C2)C#N)N3C=NC=N3. Cell line: PC-3. Synergy scores: CSS=11.4, Synergy_ZIP=-1.30, Synergy_Bliss=5.96, Synergy_Loewe=-0.578, Synergy_HSA=4.33.